Dataset: Full USPTO retrosynthesis dataset with 1.9M reactions from patents (1976-2016). Task: Predict the reactants needed to synthesize the given product. (1) Given the product [Br:1][C:2]1[C:14]([CH3:15])=[CH:13][C:12]2[C:11]3[C:6](=[CH:7][C:8]([Br:17])=[C:9]([CH3:16])[CH:10]=3)[N:5]([CH2:19][CH:20]([CH2:29][CH2:30][CH2:31][CH2:32][CH2:33][CH3:34])[CH2:21][CH2:22][CH2:23][CH2:24][CH2:25][CH2:26][CH2:27][CH3:28])[C:4]=2[CH:3]=1, predict the reactants needed to synthesize it. The reactants are: [Br:1][C:2]1[C:14]([CH3:15])=[CH:13][C:12]2[C:11]3[C:6](=[CH:7][C:8]([Br:17])=[C:9]([CH3:16])[CH:10]=3)[NH:5][C:4]=2[CH:3]=1.Br[CH2:19][CH:20]([CH2:29][CH2:30][CH2:31][CH2:32][CH2:33][CH3:34])[CH2:21][CH2:22][CH2:23][CH2:24][CH2:25][CH2:26][CH2:27][CH3:28].[OH-].[Na+]. (2) Given the product [Cl:1][C:2]1[CH:3]=[CH:4][C:5]([C:8]2[C:13]([O:14][CH2:15][CH:16]3[CH2:17][CH2:18]3)=[N:12][CH:11]=[C:10]([CH:9]=2)[C:19]([NH:30][CH2:29][C:27]2[N:28]=[C:24]([CH2:22][CH3:23])[S:25][CH:26]=2)=[O:21])=[CH:6][CH:7]=1, predict the reactants needed to synthesize it. The reactants are: [Cl:1][C:2]1[CH:7]=[CH:6][C:5]([C:8]2[CH:9]=[C:10]([C:19]([OH:21])=O)[CH:11]=[N:12][C:13]=2[O:14][CH2:15][CH:16]2[CH2:18][CH2:17]2)=[CH:4][CH:3]=1.[CH2:22]([C:24]1[S:25][CH:26]=[C:27]([CH2:29][NH2:30])[N:28]=1)[CH3:23]. (3) The reactants are: [CH2:1]([N:5]([CH2:14][CH2:15][CH2:16][CH3:17])[C:6]([C:8]1[CH:12]=[C:11]([CH3:13])[NH:10][N:9]=1)=[O:7])[CH2:2][CH2:3][CH3:4].I[C:19]1[CH:27]=[C:26]([O:28][CH3:29])[CH:25]=[CH:24][C:20]=1[C:21]([OH:23])=[O:22].C(=O)([O-])[O-].[Cs+].[Cs+].CO.C(Cl)Cl. Given the product [CH2:1]([N:5]([CH2:14][CH2:15][CH2:16][CH3:17])[C:6]([C:8]1[CH:12]=[C:11]([CH3:13])[N:10]([C:19]2[CH:27]=[C:26]([O:28][CH3:29])[CH:25]=[CH:24][C:20]=2[C:21]([OH:23])=[O:22])[N:9]=1)=[O:7])[CH2:2][CH2:3][CH3:4], predict the reactants needed to synthesize it. (4) Given the product [O:14]=[C:6]1[NH:7][C:8]2=[CH:9][N:10]=[CH:11][CH:12]=[C:13]2[C:5]1=[CH:4][NH:2][C:3]1[CH:21]=[CH:22][C:17]([S:15]([NH2:25])(=[O:24])=[O:16])=[CH:18][CH:19]=1, predict the reactants needed to synthesize it. The reactants are: C[N:2]([CH:4]=[C:5]1[C:13]2[C:8](=[CH:9][N:10]=[CH:11][CH:12]=2)[NH:7][C:6]1=[O:14])[CH3:3].[S:15]([NH2:25])(=[O:24])([C:17]1[CH:22]=[CH:21]C(N)=[CH:19][CH:18]=1)=[O:16]. (5) Given the product [CH2:1]([N:8]1[C:12](=[O:13])[N:11]([CH2:44][C:40]2[CH:39]=[CH:38][C:37]([CH3:36])=[CH:42][CH:41]=2)[N:10]=[C:9]1[CH2:14][OH:15])[CH2:2][CH2:3][CH2:4][CH2:5][CH2:6][CH3:7], predict the reactants needed to synthesize it. The reactants are: [CH2:1]([N:8]1[C:12](=[O:13])[NH:11][N:10]=[C:9]1[CH2:14][O:15]C(C1C=CC=CC=1)(C1C=CC=CC=1)C1C=CC=CC=1)[CH2:2][CH2:3][CH2:4][CH2:5][CH2:6][CH3:7].C[CH:36](Br)[C:37]1[CH:42]=[CH:41][CH:40]=[CH:39][CH:38]=1.[C:44](=O)([O-])[O-].[K+].[K+].CN(C=O)C. (6) Given the product [C:1]([O:5][C:6](=[O:7])[NH:8][CH:9]([C:27](=[O:31])[N:28]([CH3:29])[CH3:30])[CH2:10][C:11]1[CH:12]=[CH:13][C:14]([O:15][C:16]2[CH:24]=[CH:23][C:19]([C:20](=[O:22])[NH:50][OH:49])=[CH:18][CH:17]=2)=[CH:25][CH:26]=1)([CH3:4])([CH3:3])[CH3:2], predict the reactants needed to synthesize it. The reactants are: [C:1]([O:5][C:6]([NH:8][CH:9]([C:27](=[O:31])[N:28]([CH3:30])[CH3:29])[CH2:10][C:11]1[CH:26]=[CH:25][C:14]([O:15][C:16]2[CH:24]=[CH:23][C:19]([C:20]([OH:22])=O)=[CH:18][CH:17]=2)=[CH:13][CH:12]=1)=[O:7])([CH3:4])([CH3:3])[CH3:2].CN1CCOCC1.CN([P+]([O:49][N:50]1N=NC2C=CC=CC1=2)(N(C)C)N(C)C)C.F[P-](F)(F)(F)(F)F.Cl.NO. (7) Given the product [C:16]12([NH:26][CH2:12][C:11]3[CH:14]=[CH:15][C:8]([O:1][C:2]4[CH:7]=[CH:6][CH:5]=[CH:4][CH:3]=4)=[CH:9][CH:10]=3)[CH2:23][CH:22]3[CH2:21][CH:20]([CH2:19][CH:18]([CH2:24]3)[CH2:17]1)[CH2:25]2, predict the reactants needed to synthesize it. The reactants are: [O:1]([C:8]1[CH:15]=[CH:14][C:11]([CH:12]=O)=[CH:10][CH:9]=1)[C:2]1[CH:7]=[CH:6][CH:5]=[CH:4][CH:3]=1.[C:16]12([NH2:26])[CH2:25][CH:20]3[CH2:21][CH:22]([CH2:24][CH:18]([CH2:19]3)[CH2:17]1)[CH2:23]2. (8) Given the product [CH:8]([O:7][P:5]([CH2:11][O:12][CH2:13][N:14]1[C:22]([CH2:23][CH2:24][CH2:25][N:54]=[N+:55]=[N-:56])=[N:21][C:20]2[C:15]1=[N:16][C:17]([C:30]([C:43]1[CH:44]=[CH:45][CH:46]=[CH:47][CH:48]=1)([C:37]1[CH:42]=[CH:41][CH:40]=[CH:39][CH:38]=1)[C:31]1[CH:36]=[CH:35][CH:34]=[CH:33][CH:32]=1)=[N:18][C:19]=2[NH:27][O:28][CH3:29])([O:4][CH:1]([CH3:3])[CH3:2])=[O:6])([CH3:10])[CH3:9], predict the reactants needed to synthesize it. The reactants are: [CH:1]([O:4][P:5]([CH2:11][O:12][CH2:13][N:14]1[C:22]([CH2:23][CH2:24][CH2:25]O)=[N:21][C:20]2[C:15]1=[N:16][C:17]([C:30]([C:43]1[CH:48]=[CH:47][CH:46]=[CH:45][CH:44]=1)([C:37]1[CH:42]=[CH:41][CH:40]=[CH:39][CH:38]=1)[C:31]1[CH:36]=[CH:35][CH:34]=[CH:33][CH:32]=1)=[N:18][C:19]=2[NH:27][O:28][CH3:29])([O:7][CH:8]([CH3:10])[CH3:9])=[O:6])([CH3:3])[CH3:2].CS(Cl)(=O)=O.[N-:54]=[N+:55]=[N-:56].[Na+]. (9) Given the product [CH3:23][O:22][C:19]1[CH:20]=[C:21]2[C:16](=[CH:17][C:18]=1[O:24][CH3:25])[N:15]=[CH:14][N:13]=[C:12]2[O:11][C:10]1[C:2]([F:1])=[C:3]2[C:7](=[CH:8][CH:9]=1)[N:6]([C:32]([O:34][C:35]1[CH:36]=[CH:37][C:38]([N+:41]([O-:43])=[O:42])=[CH:39][CH:40]=1)=[O:33])[C:5]([CH3:26])=[CH:4]2, predict the reactants needed to synthesize it. The reactants are: [F:1][C:2]1[C:10]([O:11][C:12]2[C:21]3[C:16](=[CH:17][C:18]([O:24][CH3:25])=[C:19]([O:22][CH3:23])[CH:20]=3)[N:15]=[CH:14][N:13]=2)=[CH:9][CH:8]=[C:7]2[C:3]=1[CH:4]=[C:5]([CH3:26])[NH:6]2.N#N.[H-].[Na+].Cl[C:32]([O:34][C:35]1[CH:40]=[CH:39][C:38]([N+:41]([O-:43])=[O:42])=[CH:37][CH:36]=1)=[O:33].